This data is from Forward reaction prediction with 1.9M reactions from USPTO patents (1976-2016). The task is: Predict the product of the given reaction. (1) Given the reactants C1N=CN([C:6](N2C=NC=C2)=[O:7])C=1.[C:13]1([CH2:19][CH2:20][CH2:21][CH2:22][OH:23])[CH:18]=[CH:17][CH:16]=[CH:15][CH:14]=1.[NH2:24][C@@H:25]([C:29]([OH:31])=[O:30])[C@H:26]([CH3:28])[OH:27].CCN(CC)CC, predict the reaction product. The product is: [OH:27][C@@H:26]([CH3:28])[C@@H:25]([NH:24][C:6]([O:23][CH2:22][CH2:21][CH2:20][CH2:19][C:13]1[CH:18]=[CH:17][CH:16]=[CH:15][CH:14]=1)=[O:7])[C:29]([OH:31])=[O:30]. (2) Given the reactants [C:1]([O:5][C:6]([N:8]1[CH:21]([C:22]([OH:24])=[O:23])[CH2:20][C:19]2[CH:18]=[C:17]3[C:12]([O:13][C@@H:14]([C:26]4[CH:31]=[CH:30][C:29]([O:32][CH2:33][C:34]5[CH:39]=[CH:38][C:37]([Cl:40])=[C:36]([Cl:41])[CH:35]=5)=[CH:28][CH:27]=4)[C:15](=[O:25])[NH:16]3)=[CH:11][C:10]=2[CH2:9]1)=[O:7])([CH3:4])([CH3:3])[CH3:2].[CH2:42](Cl)[CH2:43]Cl, predict the reaction product. The product is: [CH:10]([C@@H:19]1[CH2:20][CH2:21][C@@H:42]([CH3:43])[CH2:17][C@H:18]1[O:23][C:22]([C@@H:21]1[CH2:20][C:19]2[CH:18]=[C:17]3[C:12]([O:13][C@@H:14]([C:26]4[CH:31]=[CH:30][C:29]([O:32][CH2:33][C:34]5[CH:39]=[CH:38][C:37]([Cl:40])=[C:36]([Cl:41])[CH:35]=5)=[CH:28][CH:27]=4)[C:15](=[O:25])[NH:16]3)=[CH:11][C:10]=2[CH2:9][N:8]1[C:6]([O:5][C:1]([CH3:4])([CH3:2])[CH3:3])=[O:7])=[O:24])([CH3:11])[CH3:9]. (3) Given the reactants [CH3:1][C:2]([C:5]1[CH:23]=[CH:22][C:8]2[CH:9]=[C:10]([C:17]([O:19][CH2:20][CH3:21])=[O:18])[CH:11]([C:13]([F:16])([F:15])[F:14])[O:12][C:7]=2[CH:6]=1)([CH3:4])[CH3:3].C(O)(=O)C.O.[Cl:29]Cl, predict the reaction product. The product is: [Cl:29][C:23]1[C:5]([C:2]([CH3:3])([CH3:1])[CH3:4])=[CH:6][C:7]2[O:12][CH:11]([C:13]([F:15])([F:16])[F:14])[C:10]([C:17]([O:19][CH2:20][CH3:21])=[O:18])=[CH:9][C:8]=2[CH:22]=1. (4) Given the reactants C(O[C:9]([NH:11][C@H:12]([CH:16]1[CH2:24][C:23]2[C:18](=[CH:19][CH:20]=[CH:21][CH:22]=2)[CH2:17]1)[C:13]([OH:15])=O)=[O:10])C1C=CC=CC=1.F[C:26](F)(F)[CH2:27][OH:28].C(N(CC)CC)C.Cl.COC(=O)[C@H:42]([C@H:44]([CH2:46][CH3:47])[CH3:45])[NH2:43].[CH3:49][C:50]1[O:51][CH:52]=[C:53](C=O)[N:54]=1.C(N1C=CN=C1)(N1C=CN=C1)=O.CC(C)(C)C(Cl)=O.[NH:76]1[CH2:81][CH2:80][O:79][CH2:78][CH2:77]1, predict the reaction product. The product is: [CH2:24]1[C:23]2[C:18](=[CH:19][CH:20]=[CH:21][CH:22]=2)[CH2:17][CH:16]1[C@H:12]1[NH:11][C:9](=[O:10])[C@@H:42]([C@@H:44]([CH3:45])[CH2:46][CH3:47])[N:43]([C@H:26]([C:53]2[N:54]=[C:50]([CH3:49])[O:51][CH:52]=2)[C:27]([N:76]2[CH2:81][CH2:80][O:79][CH2:78][CH2:77]2)=[O:28])[C:13]1=[O:15]. (5) The product is: [C:1]1([S:7]([C:10]2[CH:14]=[CH:13][C:12]([CH3:18])=[CH:17][N:11]=2)(=[O:8])=[O:9])[CH:2]=[CH:3][CH:4]=[CH:5][CH:6]=1. Given the reactants [C:1]1([S:7]([C:10]#[N:11])(=[O:9])=[O:8])[CH:6]=[CH:5][CH:4]=[CH:3][CH:2]=1.[C:12]1([CH3:18])[CH:17]=CC=[CH:14][CH:13]=1.B(OCCCC)(OCCCC)OCCCC, predict the reaction product.